This data is from Reaction yield outcomes from USPTO patents with 853,638 reactions. The task is: Predict the reaction yield, written as a fraction of the theoretical maximum amount of product (1.0 means a 100% yield; for example, 0.34 means a 34% yield). (1) The reactants are [F:1][C:2]1[CH:3]=[C:4]([CH:16]=[C:17]([S:19]([CH3:22])(=[O:21])=[O:20])[CH:18]=1)[O:5][CH2:6][CH2:7][NH:8]C(=O)OC(C)(C)C.Cl.[OH-].[Na+]. The catalyst is CCO. The product is [F:1][C:2]1[CH:3]=[C:4]([CH:16]=[C:17]([S:19]([CH3:22])(=[O:21])=[O:20])[CH:18]=1)[O:5][CH2:6][CH2:7][NH2:8]. The yield is 0.770. (2) The reactants are [C:1]([CH:3]([CH2:8][C:9]([C:11]1[CH:16]=[CH:15][CH:14]=[CH:13][C:12]=1[F:17])=O)[C:4]([O:6][CH3:7])=[O:5])#[N:2]. The catalyst is C1COCC1.[Pd]. The product is [F:17][C:12]1[CH:13]=[CH:14][CH:15]=[CH:16][C:11]=1[C:9]1[NH:2][CH:1]=[C:3]([C:4]([O:6][CH3:7])=[O:5])[CH:8]=1. The yield is 0.535. (3) The reactants are [C:1]([NH:9][C:10]1[S:11][CH2:12][C@@H:13]2[CH2:18][N:17](C(OC(C)(C)C)=O)[CH2:16][C@:14]2([C:26]2[S:30][N:29]=[CH:28][CH:27]=2)[N:15]=1)(=[O:8])[C:2]1[CH:7]=[CH:6][CH:5]=[CH:4][CH:3]=1.C(N1C[C@@H]2[C@@](C3SC=C(Br)C=3)(N=C(NC(=O)C3C=CC=CC=3)SC2)C1)C=C.FC(F)(F)C(O)=O. The yield is 0.870. The catalyst is ClCCl. The product is [S:30]1[C:26]([C@:14]23[CH2:16][NH:17][CH2:18][C@H:13]2[CH2:12][S:11][C:10]([NH:9][C:1](=[O:8])[C:2]2[CH:7]=[CH:6][CH:5]=[CH:4][CH:3]=2)=[N:15]3)=[CH:27][CH:28]=[N:29]1. (4) The reactants are C1(C#C)C=CC=CC=1.[CH:9]1([CH2:15][CH2:16][C:17]#[CH:18])[CH2:14][CH2:13][CH2:12][CH2:11][CH2:10]1.[N:19]([C:22]1[S:23][C:24]([C:28]([NH:30][CH2:31][C:32]2[CH:37]=[CH:36][CH:35]=[CH:34][CH:33]=2)=[O:29])=[C:25]([CH3:27])[N:26]=1)=[N+:20]=[N-:21]. No catalyst specified. The product is [CH2:31]([NH:30][C:28]([C:24]1[S:23][C:22]([N:19]2[CH:18]=[C:17]([CH2:16][CH2:15][CH:9]3[CH2:14][CH2:13][CH2:12][CH2:11][CH2:10]3)[N:21]=[N:20]2)=[N:26][C:25]=1[CH3:27])=[O:29])[C:32]1[CH:33]=[CH:34][CH:35]=[CH:36][CH:37]=1. The yield is 0.220.